From a dataset of Forward reaction prediction with 1.9M reactions from USPTO patents (1976-2016). Predict the product of the given reaction. (1) Given the reactants [CH3:1][CH2:2][O:3][C:4]([CH2:6][NH:7][CH2:8][C:9]([O:11][CH2:12][CH3:13])=[O:10])=[O:5].C(N(CC)CC)C.[CH2:21]([CH:23]([CH2:27][CH2:28][CH2:29][CH3:30])[C:24](Cl)=[O:25])[CH3:22], predict the reaction product. The product is: [CH2:21]([CH:23]([CH2:27][CH2:28][CH2:29][CH3:30])[C:24]([N:7]([CH2:6][C:4]([O:3][CH2:2][CH3:1])=[O:5])[CH2:8][C:9]([O:11][CH2:12][CH3:13])=[O:10])=[O:25])[CH3:22]. (2) Given the reactants [F:1][C:2]1[C:3]([O:20][CH3:21])=[C:4]([CH:8]([CH2:18][CH3:19])[CH2:9][C:10]([OH:17])([C:13]([F:16])([F:15])[F:14])[CH:11]=O)[CH:5]=[CH:6][CH:7]=1.[NH2:22][C:23]1[CH:32]=[CH:31][CH:30]=[C:29]2[C:24]=1[CH:25]=[N:26][C:27]([CH2:33][CH3:34])=[N:28]2, predict the reaction product. The product is: [CH2:33]([C:27]1[N:26]=[CH:25][C:24]2[C:29](=[CH:30][CH:31]=[CH:32][C:23]=2[N:22]=[CH:11][C:10]([C:13]([F:14])([F:15])[F:16])([OH:17])[CH2:9][CH:8]([C:4]2[CH:5]=[CH:6][CH:7]=[C:2]([F:1])[C:3]=2[O:20][CH3:21])[CH2:18][CH3:19])[N:28]=1)[CH3:34]. (3) Given the reactants N1C=CC([C:7]2[CH:34]=[C:10]3[N:11]=[CH:12][CH:13]=[C:14]([C:15]4[CH:16]=[C:17]([NH:21][C:22](=[O:33])[C:23]5[CH:28]=[CH:27][CH:26]=[C:25]([C:29]([F:32])([F:31])[F:30])[CH:24]=5)[CH:18]=[CH:19][CH:20]=4)[N:9]3[N:8]=2)=CC=1.[Cl:35]C1C=CC(NC(=O)C2C=CC=C(C(F)(F)F)C=2)=CC=1C(=O)/C=C/N(C)C.NC1C=CC(Cl)=C(C(=O)C)C=1.NC1C=CNN=1, predict the reaction product. The product is: [Cl:35][C:20]1[CH:19]=[CH:18][C:17]([NH:21][C:22](=[O:33])[C:23]2[CH:28]=[CH:27][CH:26]=[C:25]([C:29]([F:30])([F:31])[F:32])[CH:24]=2)=[CH:16][C:15]=1[C:14]1[N:9]2[N:8]=[CH:7][CH:34]=[C:10]2[N:11]=[CH:12][CH:13]=1. (4) Given the reactants [S:1]1[CH2:5][CH2:4][CH:3]([CH2:6][CH2:7][CH2:8][CH2:9][C:10]([OH:12])=O)[S:2]1.[CH3:13][C:14]1[N:15]=[C:16]([NH2:25])[S:17][C:18]=1[CH2:19][CH2:20][O:21][N+:22]([O-:24])=[O:23], predict the reaction product. The product is: [CH3:13][C:14]1[N:15]=[C:16]([NH:25][C:10](=[O:12])[CH2:9][CH2:8][CH2:7][CH2:6][CH:3]2[CH2:4][CH2:5][S:1][S:2]2)[S:17][C:18]=1[CH2:19][CH2:20][O:21][N+:22]([O-:24])=[O:23]. (5) Given the reactants [OH:1][C:2]1([C:5]([O:7][CH2:8][CH3:9])=[O:6])[CH2:4][CH2:3]1.[Cl:10][C:11]1[CH:16]=[CH:15][C:14]([CH:17](O)[C:18]2[O:19][C:20]3[CH:26]=[CH:25][C:24]([CH2:27][C:28]([NH:30][C@H:31]([C:38]4[CH:43]=[CH:42][C:41]([CH3:44])=[CH:40][C:39]=4[CH3:45])[C:32]4[CH:37]=[CH:36][CH:35]=[CH:34][CH:33]=4)=[O:29])=[CH:23][C:21]=3[CH:22]=2)=[CH:13][CH:12]=1.C(OCC#N)(C)C, predict the reaction product. The product is: [Cl:10][C:11]1[CH:12]=[CH:13][C:14]([CH:17]([C:18]2[O:19][C:20]3[CH:26]=[CH:25][C:24]([CH2:27][C:28]([NH:30][C@H:31]([C:38]4[CH:43]=[CH:42][C:41]([CH3:44])=[CH:40][C:39]=4[CH3:45])[C:32]4[CH:37]=[CH:36][CH:35]=[CH:34][CH:33]=4)=[O:29])=[CH:23][C:21]=3[CH:22]=2)[O:1][C:2]2([C:5]([O:7][CH2:8][CH3:9])=[O:6])[CH2:4][CH2:3]2)=[CH:15][CH:16]=1. (6) The product is: [Cl:28][C:29]1[C:35]([Cl:36])=[C:34]([O:37][C:38]2[CH:43]=[CH:42][N:41]=[C:40]([Cl:44])[N:39]=2)[CH:33]=[CH:32][C:30]=1[NH:31][C:12]([NH:11][C:9]1[N:8]([C:21]2[CH:26]=[CH:25][C:24]([CH3:27])=[CH:23][CH:22]=2)[N:7]=[C:6]([C:2]([CH3:1])([C:4]#[CH:5])[CH3:3])[CH:10]=1)=[O:20]. Given the reactants [CH3:1][C:2]([C:6]1[CH:10]=[C:9]([NH:11][C:12](=[O:20])OC2C=CC=CC=2)[N:8]([C:21]2[CH:26]=[CH:25][C:24]([CH3:27])=[CH:23][CH:22]=2)[N:7]=1)([C:4]#[CH:5])[CH3:3].[Cl:28][C:29]1[C:35]([Cl:36])=[C:34]([O:37][C:38]2[CH:43]=[CH:42][N:41]=[C:40]([Cl:44])[N:39]=2)[CH:33]=[CH:32][C:30]=1[NH2:31].CCN(CC)CC, predict the reaction product. (7) Given the reactants [CH2:1]([N:3]([C:31](=O)[C:32]1[CH:37]=[CH:36][C:35]([OH:38])=[CH:34][CH:33]=1)[C:4]1[CH:9]=[C:8]([O:10][CH3:11])[C:7]([O:12][CH3:13])=[CH:6][C:5]=1[C@@H:14]1[CH2:23][CH2:22][C:21]2[CH:20]=[C:19]([O:24]C(=O)C(C)(C)C)[CH:18]=[CH:17][C:16]=2[CH2:15]1)[CH3:2].Cl[CH2:41][C:42]([N:44]([CH2:46][CH2:47][CH2:48][O:49][CH3:50])[CH3:45])=O, predict the reaction product. The product is: [CH2:1]([N:3]([CH2:31][C:32]1[CH:37]=[CH:36][C:35]([O:38][CH2:41][CH2:42][N:44]([CH2:46][CH2:47][CH2:48][O:49][CH3:50])[CH3:45])=[CH:34][CH:33]=1)[C:4]1[CH:9]=[C:8]([O:10][CH3:11])[C:7]([O:12][CH3:13])=[CH:6][C:5]=1[C@@H:14]1[CH2:15][CH2:16][C:17]2[CH:18]=[C:19]([OH:24])[CH:20]=[CH:21][C:22]=2[CH2:23]1)[CH3:2]. (8) Given the reactants [N+:1]([C:4]1[CH:5]=[N:6][NH:7][CH:8]=1)([O-:3])=[O:2].Cl.Cl[CH2:11][CH2:12][N:13]1[CH2:17][CH2:16][CH2:15][CH2:14]1.C(=O)([O-])[O-].[K+].[K+], predict the reaction product. The product is: [N+:1]([C:4]1[CH:5]=[N:6][N:7]([CH2:11][CH2:12][N:13]2[CH2:17][CH2:16][CH2:15][CH2:14]2)[CH:8]=1)([O-:3])=[O:2]. (9) Given the reactants [OH:1][C:2]1[CH:10]=[CH:9][C:5]([C:6]([OH:8])=[O:7])=[CH:4][CH:3]=1, predict the reaction product. The product is: [C:5]([O:7][C:6](=[O:8])[C:5]1[CH:9]=[CH:10][C:2]([OH:1])=[CH:3][CH:4]=1)([CH3:9])([CH3:6])[CH3:4]. (10) Given the reactants [F:1][C:2]([F:12])([F:11])[C:3]1[CH:10]=[CH:9][C:6]([CH:7]=O)=[CH:5][CH:4]=1.[OH:13]/[C:14](=[CH:20]\[C:21](=[O:28])[C:22]1[CH:23]=[N:24][CH:25]=[CH:26][CH:27]=1)/[C:15]([O:17]CC)=O.[NH2:29][CH2:30][CH2:31][C:32]1[C:40]2[C:35](=[CH:36][CH:37]=[CH:38][CH:39]=2)[NH:34][CH:33]=1, predict the reaction product. The product is: [NH:34]1[C:35]2[C:40](=[CH:39][CH:38]=[CH:37][CH:36]=2)[C:32]([CH2:31][CH2:30][N:29]2[CH:7]([C:6]3[CH:9]=[CH:10][C:3]([C:2]([F:12])([F:11])[F:1])=[CH:4][CH:5]=3)[C:20]([C:21](=[O:28])[C:22]3[CH:27]=[CH:26][CH:25]=[N:24][CH:23]=3)=[C:14]([OH:13])[C:15]2=[O:17])=[CH:33]1.